This data is from Full USPTO retrosynthesis dataset with 1.9M reactions from patents (1976-2016). The task is: Predict the reactants needed to synthesize the given product. (1) Given the product [C:1]([N:11]1[CH2:16][CH2:15][N:14]([C:43]2[CH:48]=[CH:47][C:46]([Cl:60])=[CH:45][C:44]=2[N+:50]([O-:52])=[O:51])[CH:13]([C:17]([OH:19])=[O:18])[CH2:12]1)([O:3][CH2:4][C:5]1[CH:6]=[CH:7][CH:8]=[CH:9][CH:10]=1)=[O:2], predict the reactants needed to synthesize it. The reactants are: [C:1]([N:11]1[CH2:16][CH2:15][NH:14][CH:13]([C:17]([OH:19])=[O:18])[CH2:12]1)([O:3][CH2:4][C:5]1[CH:10]=[CH:9][CH:8]=[CH:7][CH:6]=1)=[O:2].C(N(CC(O)=O)CC(O)=O)CN(CC(O)=O)CC(O)=O.[Na][Na].Cl[C:43]1[CH:48]=[C:47](Cl)[CH:46]=[CH:45][C:44]=1[N+:50]([O-:52])=[O:51].C(N(CC)CC)C.[ClH:60]. (2) Given the product [F:7][C:8]1[CH:13]=[CH:12][C:11]([S:14][CH2:3][CH2:4][NH:5][CH3:6])=[CH:10][CH:9]=1, predict the reactants needed to synthesize it. The reactants are: Br.Br[CH2:3][CH2:4][NH:5][CH3:6].[F:7][C:8]1[CH:13]=[CH:12][C:11]([SH:14])=[CH:10][CH:9]=1.CC(C)([O-])C.[K+]. (3) Given the product [CH2:1]([N:8]1[C:16]2[CH:15]=[CH:14][C:13]([Br:18])=[C:12]([NH2:17])[C:11]=2[CH:10]=[N:9]1)[C:2]1[CH:3]=[CH:4][CH:5]=[CH:6][CH:7]=1, predict the reactants needed to synthesize it. The reactants are: [CH2:1]([N:8]1[C:16]2[CH:15]=[CH:14][CH:13]=[C:12]([NH2:17])[C:11]=2[CH:10]=[N:9]1)[C:2]1[CH:7]=[CH:6][CH:5]=[CH:4][CH:3]=1.[Br:18]N1C(=O)CCC1=O. (4) Given the product [F:8][C:5]1[CH:6]=[CH:7][C:2]([C:15]2[C:16]([C:17]([OH:19])=[O:18])=[CH:20][CH:21]=[CH:22][CH:23]=2)=[CH:3][C:4]=1[N+:9]([O-:11])=[O:10], predict the reactants needed to synthesize it. The reactants are: Br[C:2]1[CH:7]=[CH:6][C:5]([F:8])=[C:4]([N+:9]([O-:11])=[O:10])[CH:3]=1.B([C:15]1[CH:23]=[CH:22][CH:21]=[CH:20][C:16]=1[C:17]([OH:19])=[O:18])(O)O.C(=O)([O-])[O-].[K+].[K+]. (5) Given the product [Br:1][C:2]1[CH:7]=[CH:6][CH:5]=[C:4]([O:19][CH2:18][C:15]2[CH:16]=[CH:17][C:12]([O:11][CH3:10])=[CH:13][CH:14]=2)[C:3]=1[CH3:9], predict the reactants needed to synthesize it. The reactants are: [Br:1][C:2]1[CH:7]=[CH:6][CH:5]=[C:4](F)[C:3]=1[CH3:9].[CH3:10][O:11][C:12]1[CH:17]=[CH:16][C:15]([CH2:18][OH:19])=[CH:14][CH:13]=1.[H-].[Na+].O. (6) Given the product [CH3:1][C:2]([CH3:34])([CH3:35])[CH2:3][O:4][S:5]([C:8]1[CH:9]=[C:10]([C:14]2[CH:19]=[CH:18][C:17]([F:20])=[C:16]([C@:21]3([CH3:33])[C:27]([F:28])([F:29])[C:26]([CH3:31])([CH3:30])[O:25][CH2:24][C:23](=[S:45])[NH:22]3)[CH:15]=2)[CH:11]=[CH:12][CH:13]=1)(=[O:6])=[O:7], predict the reactants needed to synthesize it. The reactants are: [CH3:1][C:2]([CH3:35])([CH3:34])[CH2:3][O:4][S:5]([C:8]1[CH:9]=[C:10]([C:14]2[CH:19]=[CH:18][C:17]([F:20])=[C:16]([C@:21]3([CH3:33])[C:27]([F:29])([F:28])[C:26]([CH3:31])([CH3:30])[O:25][CH2:24][C:23](=O)[NH:22]3)[CH:15]=2)[CH:11]=[CH:12][CH:13]=1)(=[O:7])=[O:6].COC1C=CC(P2(SP(C3C=CC(OC)=CC=3)(=S)S2)=[S:45])=CC=1. (7) Given the product [CH3:1][O:2][C:3]([CH2:4][O:5][C:6]1[CH:11]=[C:10]([CH3:12])[C:9]([C:13]2[NH:17][C:18]3[CH:19]=[C:20]([C:21]([OH:23])=[O:22])[CH:24]=[CH:25][C:26]=3[N:27]=2)=[C:8]([CH3:15])[CH:7]=1)=[O:16], predict the reactants needed to synthesize it. The reactants are: [CH3:1][O:2][C:3](=[O:16])[CH2:4][O:5][C:6]1[CH:11]=[C:10]([CH3:12])[C:9]([CH:13]=O)=[C:8]([CH3:15])[CH:7]=1.[NH2:17][C:18]1[CH:19]=[C:20]([CH:24]=[CH:25][C:26]=1[NH2:27])[C:21]([OH:23])=[O:22].